This data is from Forward reaction prediction with 1.9M reactions from USPTO patents (1976-2016). The task is: Predict the product of the given reaction. (1) Given the reactants [NH2:1][C:2]1[CH:10]=[CH:9][C:8]([O:11][CH3:12])=[CH:7][C:3]=1[C:4]([OH:6])=[O:5].N1C=CC=CC=1.Cl[C:20](Cl)([O:22]C(=O)OC(Cl)(Cl)Cl)Cl, predict the reaction product. The product is: [CH3:12][O:11][C:8]1[CH:9]=[CH:10][C:2]2[NH:1][C:20](=[O:22])[O:5][C:4](=[O:6])[C:3]=2[CH:7]=1. (2) Given the reactants C(=O)=O.CO.C(Cl)(=O)C(Cl)=O.CS(C)=O.[C:16]([O:20][C:21]([C@@:23]1([CH2:37][CH2:38][CH2:39][OH:40])[CH2:27][C:26](=[O:28])[N:25]([C@@H:29]([C:31]2[CH:36]=[CH:35][CH:34]=[CH:33][CH:32]=2)[CH3:30])[CH2:24]1)=[O:22])([CH3:19])([CH3:18])[CH3:17].C(N(CC)CC)C.[Cl-].[NH4+], predict the reaction product. The product is: [C:16]([O:20][C:21]([C@@:23]1([CH2:37][CH2:38][CH:39]=[O:40])[CH2:27][C:26](=[O:28])[N:25]([C@@H:29]([C:31]2[CH:36]=[CH:35][CH:34]=[CH:33][CH:32]=2)[CH3:30])[CH2:24]1)=[O:22])([CH3:19])([CH3:18])[CH3:17]. (3) The product is: [CH3:1][O:2][C:3](=[O:12])[C:4]1[CH:9]=[C:8]([Br:10])[CH:7]=[CH:6][C:5]=1[NH:11][C:13](=[O:16])[CH2:14][CH3:15]. Given the reactants [CH3:1][O:2][C:3](=[O:12])[C:4]1[CH:9]=[C:8]([Br:10])[CH:7]=[CH:6][C:5]=1[NH2:11].[C:13](Cl)(=[O:16])[CH2:14][CH3:15].C([O-])(O)=O.[Na+], predict the reaction product. (4) Given the reactants [Br:1][C:2]1[CH:7]=[CH:6][C:5]([C:8]2[O:12][N:11]=[C:10]([CH3:13])[C:9]=2C(O)=O)=[CH:4][CH:3]=1.C([N:19]([CH2:22]C)CC)C.C1(P(N=[N+]=[N-])(C2C=CC=CC=2)=[O:31])C=CC=CC=1.[C:41]([NH2:45])([CH3:44])([CH3:43])[CH3:42], predict the reaction product. The product is: [Br:1][C:2]1[CH:3]=[CH:4][C:5]([C:8]2[O:12][N:11]=[C:10]([CH3:13])[C:9]=2[NH:19][C:22]([NH:45][C:41]([CH3:44])([CH3:43])[CH3:42])=[O:31])=[CH:6][CH:7]=1. (5) Given the reactants Cl[C:2]1[CH:7]=[C:6]([Cl:8])[N:5]=[CH:4][N:3]=1.[NH2:9][C:10]1[CH:18]=[CH:17][CH:16]=[C:15]2[C:11]=1[CH:12]=[CH:13][NH:14]2.C(N(CC)C(C)C)(C)C, predict the reaction product. The product is: [Cl:8][C:6]1[N:5]=[CH:4][N:3]=[C:2]([NH:9][C:10]2[CH:18]=[CH:17][CH:16]=[C:15]3[C:11]=2[CH:12]=[CH:13][NH:14]3)[CH:7]=1. (6) Given the reactants [I:1][C:2]1[CH:7]=[CH:6][C:5]([C:8]2[N:9]([CH3:17])[CH:10]=[C:11]([CH2:13][N:14]=[N+]=[N-])[N:12]=2)=[CH:4][CH:3]=1, predict the reaction product. The product is: [I:1][C:2]1[CH:3]=[CH:4][C:5]([C:8]2[N:9]([CH3:17])[CH:10]=[C:11]([CH2:13][NH2:14])[N:12]=2)=[CH:6][CH:7]=1. (7) Given the reactants [NH2:1][C@@H:2]1[CH2:7][CH2:6][C@H:5]([C:8](O)=O)[CH2:4][CH2:3]1.[H-].[Al+3].[Li+].[H-].[H-].[H-].[OH-].[Na+].[N:19]1[O:20][N:21]=[C:22]2[CH:27]=[C:26]([C:28](Cl)=[O:29])[CH:25]=[CH:24][C:23]=12.S(=O)(=O)(O)O, predict the reaction product. The product is: [CH:2]12[CH2:7][CH2:6][CH:5]([CH2:4][CH2:3]1)[CH2:8][N:1]2[C:28]([C:26]1[CH:25]=[CH:24][C:23]2=[N:19][O:20][N:21]=[C:22]2[CH:27]=1)=[O:29].